Task: Regression. Given a peptide amino acid sequence and an MHC pseudo amino acid sequence, predict their binding affinity value. This is MHC class I binding data.. Dataset: Peptide-MHC class I binding affinity with 185,985 pairs from IEDB/IMGT (1) The peptide sequence is GAPERQRLL. The MHC is HLA-A01:01 with pseudo-sequence HLA-A01:01. The binding affinity (normalized) is 0. (2) The peptide sequence is ISNNHIISK. The MHC is HLA-A02:12 with pseudo-sequence HLA-A02:12. The binding affinity (normalized) is 0.0847. (3) The peptide sequence is RPRGEVRFL. The MHC is HLA-A26:01 with pseudo-sequence HLA-A26:01. The binding affinity (normalized) is 0.0347. (4) The binding affinity (normalized) is 0.0847. The MHC is HLA-A26:03 with pseudo-sequence HLA-A26:03. The peptide sequence is CEKRLLLKL. (5) The peptide sequence is SMWALVISV. The MHC is HLA-A02:03 with pseudo-sequence HLA-A02:03. The binding affinity (normalized) is 0.863. (6) The peptide sequence is TLVPQEHYV. The MHC is HLA-A01:01 with pseudo-sequence HLA-A01:01. The binding affinity (normalized) is 0.0847. (7) The peptide sequence is NINFNNSSI. The MHC is HLA-A02:03 with pseudo-sequence HLA-A02:03. The binding affinity (normalized) is 0.497.